This data is from Peptide-MHC class I binding affinity with 185,985 pairs from IEDB/IMGT. The task is: Regression. Given a peptide amino acid sequence and an MHC pseudo amino acid sequence, predict their binding affinity value. This is MHC class I binding data. (1) The peptide sequence is EDFEIFYNL. The MHC is HLA-A11:01 with pseudo-sequence HLA-A11:01. The binding affinity (normalized) is 0.213. (2) The peptide sequence is FRYNGLIHR. The MHC is HLA-B57:01 with pseudo-sequence HLA-B57:01. The binding affinity (normalized) is 0. (3) The peptide sequence is PHPVVVRTL. The MHC is HLA-B18:01 with pseudo-sequence HLA-B18:01. The binding affinity (normalized) is 0.0847.